From a dataset of NCI-60 drug combinations with 297,098 pairs across 59 cell lines. Regression. Given two drug SMILES strings and cell line genomic features, predict the synergy score measuring deviation from expected non-interaction effect. Drug 1: CC12CCC(CC1=CCC3C2CCC4(C3CC=C4C5=CN=CC=C5)C)O. Drug 2: COCCOC1=C(C=C2C(=C1)C(=NC=N2)NC3=CC=CC(=C3)C#C)OCCOC.Cl. Cell line: A549. Synergy scores: CSS=16.9, Synergy_ZIP=4.45, Synergy_Bliss=6.34, Synergy_Loewe=6.88, Synergy_HSA=7.44.